This data is from Catalyst prediction with 721,799 reactions and 888 catalyst types from USPTO. The task is: Predict which catalyst facilitates the given reaction. Reactant: [H-].[Na+].[C:3]([O:7][C:8]([N:10]1[CH2:15][CH2:14][CH:13]([CH:16]([OH:27])[C:17]2[CH:22]=[CH:21][C:20]([C:23]([F:26])([F:25])[F:24])=[CH:19][CH:18]=2)[CH2:12][CH2:11]1)=[O:9])([CH3:6])([CH3:5])[CH3:4].[Cl:28][C:29]1[CH:34]=[CH:33][CH:32]=[C:31](Cl)[N:30]=1. Product: [C:3]([O:7][C:8]([N:10]1[CH2:11][CH2:12][CH:13]([CH:16]([O:27][C:31]2[CH:32]=[CH:33][CH:34]=[C:29]([Cl:28])[N:30]=2)[C:17]2[CH:22]=[CH:21][C:20]([C:23]([F:24])([F:25])[F:26])=[CH:19][CH:18]=2)[CH2:14][CH2:15]1)=[O:9])([CH3:6])([CH3:4])[CH3:5]. The catalyst class is: 3.